Task: Predict the product of the given reaction.. Dataset: Forward reaction prediction with 1.9M reactions from USPTO patents (1976-2016) Given the reactants [CH2:1]([N:3]1[C:11]2[C:6](=[N:7][CH:8]=[CH:9][CH:10]=2)[N:5]([C:12]2[CH:17]=[CH:16][C:15]([O:18][C:19]3[N:23](COCC[Si](C)(C)C)[C:22]4[CH:32]=[CH:33][CH:34]=[CH:35][C:21]=4[N:20]=3)=[CH:14][CH:13]=2)[C:4]1=[O:36])[CH3:2].[ClH:37], predict the reaction product. The product is: [ClH:37].[NH:20]1[C:21]2[CH:35]=[CH:34][CH:33]=[CH:32][C:22]=2[N:23]=[C:19]1[O:18][C:15]1[CH:14]=[CH:13][C:12]([N:5]2[C:6]3=[N:7][CH:8]=[CH:9][CH:10]=[C:11]3[N:3]([CH2:1][CH3:2])[C:4]2=[O:36])=[CH:17][CH:16]=1.